Dataset: NCI-60 drug combinations with 297,098 pairs across 59 cell lines. Task: Regression. Given two drug SMILES strings and cell line genomic features, predict the synergy score measuring deviation from expected non-interaction effect. (1) Synergy scores: CSS=24.4, Synergy_ZIP=-3.68, Synergy_Bliss=3.66, Synergy_Loewe=2.68, Synergy_HSA=3.63. Drug 2: C1=CC(=CC=C1CCCC(=O)O)N(CCCl)CCCl. Cell line: HS 578T. Drug 1: C1=CC(=CC=C1CC(C(=O)O)N)N(CCCl)CCCl.Cl. (2) Drug 1: C1CCC(CC1)NC(=O)N(CCCl)N=O. Drug 2: CC1=C(C=C(C=C1)C(=O)NC2=CC(=CC(=C2)C(F)(F)F)N3C=C(N=C3)C)NC4=NC=CC(=N4)C5=CN=CC=C5. Cell line: NCIH23. Synergy scores: CSS=10.5, Synergy_ZIP=1.73, Synergy_Bliss=5.91, Synergy_Loewe=4.34, Synergy_HSA=4.83.